From a dataset of Forward reaction prediction with 1.9M reactions from USPTO patents (1976-2016). Predict the product of the given reaction. (1) Given the reactants Cl.N[C@@H]1[C:11]2[C:6](=[CH:7][CH:8]=[CH:9][CH:10]=2)[CH2:5][C@H:4]1[NH:12][C:13]([C:15]1[NH:19][C:18]2[S:20][C:21]([Cl:23])=[CH:22][C:17]=2[CH:16]=1)=[O:14].I[CH2:25][CH2:26][O:27][CH:28]1[CH2:33][CH2:32][CH2:31][CH2:30][O:29]1.[CH3:34]CN(C(C)C)C(C)C.C[CH2:44][O:45][C:46]([CH3:48])=[O:47].[CH3:49][C:50]([N:52]([CH3:54])C)=[O:51], predict the reaction product. The product is: [Cl:23][C:21]1[S:20][C:18]2[NH:19][C:15]([C:13]([NH:12][C@@H:4]3[CH2:5][C:6]4[C:7](=[CH:8][CH:9]=[CH:10][CH:11]=4)[C@H:54]3[N:52]([C:50]([C@H:49]3[CH2:44][O:45][C:46]([CH3:48])([CH3:34])[O:47]3)=[O:51])[CH2:25][CH2:26][O:27][CH:28]3[CH2:33][CH2:32][CH2:31][CH2:30][O:29]3)=[O:14])=[CH:16][C:17]=2[CH:22]=1. (2) Given the reactants [H-].[Na+].[OH:3][C:4]1[CH:5]=[C:6]([C:10](=[O:12])[CH3:11])[CH:7]=[CH:8][CH:9]=1.[CH3:13][N:14]([CH3:18])[C:15](Cl)=[O:16].[Cl-].[Na+], predict the reaction product. The product is: [CH3:13][N:14]([CH3:18])[C:15](=[O:16])[O:3][C:4]1[CH:9]=[CH:8][CH:7]=[C:6]([C:10](=[O:12])[CH3:11])[CH:5]=1. (3) Given the reactants [NH2:1][C:2]1[CH:7]=[CH:6][C:5](I)=[CH:4][N:3]=1.[NH:9]1[CH:14]=[CH:13][CH:12]=[CH:11][C:10]1=[O:15].C([O-])([O-])=O.[K+].[K+].OC1C=CC=C2C=1N=CC=C2, predict the reaction product. The product is: [NH2:1][C:2]1[N:3]=[CH:4][C:5]([N:9]2[CH:14]=[CH:13][CH:12]=[CH:11][C:10]2=[O:15])=[CH:6][CH:7]=1. (4) Given the reactants C(N(C(C)C)C(C)C)(C)C.[CH3:11][C:12]1[C:13](=[O:25])[NH:14][C:15](=[S:24])[NH:16][C:17]=1[C:18]1[CH:23]=[CH:22][CH:21]=[CH:20][CH:19]=1.[CH3:26][O:27][CH2:28][CH2:29]Br, predict the reaction product. The product is: [CH3:26][O:27][CH2:28][CH2:29][S:24][C:15]1[NH:14][C:13](=[O:25])[C:12]([CH3:11])=[C:17]([C:18]2[CH:23]=[CH:22][CH:21]=[CH:20][CH:19]=2)[N:16]=1. (5) Given the reactants [CH2:1]([O:5][C:6]([C:8]1[N:9]=[CH:10][C:11]2[C:16]([C:17]=1[OH:18])=[CH:15][CH:14]=[C:13]([S:19][C:20]1[CH:25]=[CH:24][CH:23]=[CH:22][CH:21]=1)[CH:12]=2)=[O:7])[CH2:2][CH2:3][CH3:4].[I-].C[CH:28]=[N+:29]=[CH:30]C.[C:32]([O-])([O-])=O.[K+].[K+], predict the reaction product. The product is: [CH2:1]([O:5][C:6]([C:8]1[N:9]=[C:10]([CH2:28][N:29]([CH3:30])[CH3:32])[C:11]2[C:16]([C:17]=1[OH:18])=[CH:15][CH:14]=[C:13]([S:19][C:20]1[CH:25]=[CH:24][CH:23]=[CH:22][CH:21]=1)[CH:12]=2)=[O:7])[CH2:2][CH2:3][CH3:4]. (6) Given the reactants [N:1]([CH:4]([C:6]1[N:7]=[C:8]2[S:16][CH:15]=[C:14]([CH3:17])[N:9]2[C:10](=[O:13])[C:11]=1Br)[CH3:5])=[N+:2]=[N-:3].[F:18][C:19]1[CH:24]=[CH:23][C:22]([F:25])=[CH:21][C:20]=1B(O)O.C(=O)([O-])[O-].[Na+].[Na+].O, predict the reaction product. The product is: [N:1]([CH:4]([C:6]1[N:7]=[C:8]2[S:16][CH:15]=[C:14]([CH3:17])[N:9]2[C:10](=[O:13])[C:11]=1[C:23]1[CH:24]=[C:19]([F:18])[CH:20]=[CH:21][C:22]=1[F:25])[CH3:5])=[N+:2]=[N-:3].